This data is from Full USPTO retrosynthesis dataset with 1.9M reactions from patents (1976-2016). The task is: Predict the reactants needed to synthesize the given product. (1) Given the product [N+:14](=[CH:19][C:20]([O:22][CH2:23][C:24]1[S:29][C:28]([N:30]([C:39]([O:41][C:42]([CH3:45])([CH3:43])[CH3:44])=[O:40])[CH2:31][O:32][CH2:33][CH2:34][Si:35]([CH3:37])([CH3:36])[CH3:38])=[N:27][C@@:26]([C:48]2[CH:53]=[C:52]([Br:54])[CH:51]=[CH:50][C:49]=2[F:55])([CH2:46][F:47])[CH:25]=1)=[O:21])=[N-:15], predict the reactants needed to synthesize it. The reactants are: C(NC1C=CC(S([N:14]=[N+:15]=[N-])(=O)=O)=CC=1)(=O)C.O=C(C)[CH2:19][C:20]([O:22][CH2:23][C:24]1[S:29][C:28]([N:30]([C:39]([O:41][C:42]([CH3:45])([CH3:44])[CH3:43])=[O:40])[CH2:31][O:32][CH2:33][CH2:34][Si:35]([CH3:38])([CH3:37])[CH3:36])=[N:27][C@@:26]([C:48]2[CH:53]=[C:52]([Br:54])[CH:51]=[CH:50][C:49]=2[F:55])([CH2:46][F:47])[CH:25]=1)=[O:21].[Li+].[OH-]. (2) Given the product [C:33]([N:2]1[CH2:6][CH2:5][C@H:4]([NH:7][C:8]([C:10]2[C:14]3[N:15]=[CH:16][N:17]=[C:18]([C:19]4[C:27]5[O:26][CH2:25][O:24][C:23]=5[CH:22]=[CH:21][C:20]=4[O:28][CH2:29][CH:30]4[CH2:32][CH2:31]4)[C:13]=3[NH:12][CH:11]=2)=[O:9])[CH2:3]1)(=[O:35])[CH3:34], predict the reactants needed to synthesize it. The reactants are: Cl.[NH:2]1[CH2:6][CH2:5][C@H:4]([NH:7][C:8]([C:10]2[C:14]3[N:15]=[CH:16][N:17]=[C:18]([C:19]4[C:27]5[O:26][CH2:25][O:24][C:23]=5[CH:22]=[CH:21][C:20]=4[O:28][CH2:29][CH:30]4[CH2:32][CH2:31]4)[C:13]=3[NH:12][CH:11]=2)=[O:9])[CH2:3]1.[C:33](Cl)(=[O:35])[CH3:34]. (3) Given the product [CH3:1][O:2][C:3]1[CH:4]=[C:5]2[C:10](=[CH:11][C:12]=1[O:13][CH3:14])[N:9]=[CH:8][CH:7]=[C:6]2[O:15][C:16]1[CH:22]=[CH:21][C:19]([NH:20][C:40](=[O:42])[O:58][CH:56]([C:55]2[CH:59]=[CH:60][C:52]([F:51])=[CH:53][CH:54]=2)[CH3:57])=[C:18]([CH3:23])[C:17]=1[CH3:24], predict the reactants needed to synthesize it. The reactants are: [CH3:1][O:2][C:3]1[CH:4]=[C:5]2[C:10](=[CH:11][C:12]=1[O:13][CH3:14])[N:9]=[CH:8][CH:7]=[C:6]2[O:15][C:16]1[CH:22]=[CH:21][C:19]([NH2:20])=[C:18]([CH3:23])[C:17]=1[CH3:24].C1(C)C=CC=CC=1.C(N(CC)CC)C.Cl[C:40](Cl)([O:42]C(=O)OC(Cl)(Cl)Cl)Cl.[F:51][C:52]1[CH:60]=[CH:59][C:55]([CH:56]([OH:58])[CH3:57])=[CH:54][CH:53]=1. (4) Given the product [Si:3]([O:10][CH:11]1[CH2:12][N:13]([CH2:15][C@H:16]([O:27][C:29]2[N:34]=[CH:33][N:32]=[C:31]3[N:35]([C:38]4[CH:43]=[CH:42][CH:41]=[CH:40][C:39]=4[Cl:44])[N:36]=[CH:37][C:30]=23)[C:17]([NH:19][C:20]2[CH:25]=[CH:24][C:23]([F:26])=[CH:22][N:21]=2)=[O:18])[CH2:14]1)([C:6]([CH3:9])([CH3:7])[CH3:8])([CH3:5])[CH3:4], predict the reactants needed to synthesize it. The reactants are: [H-].[Na+].[Si:3]([O:10][CH:11]1[CH2:14][N:13]([CH2:15][C@H:16]([OH:27])[C:17]([NH:19][C:20]2[CH:25]=[CH:24][C:23]([F:26])=[CH:22][N:21]=2)=[O:18])[CH2:12]1)([C:6]([CH3:9])([CH3:8])[CH3:7])([CH3:5])[CH3:4].Cl[C:29]1[N:34]=[CH:33][N:32]=[C:31]2[N:35]([C:38]3[CH:43]=[CH:42][CH:41]=[CH:40][C:39]=3[Cl:44])[N:36]=[CH:37][C:30]=12.C(O)(=O)CC(CC(O)=O)(C(O)=O)O.